This data is from Full USPTO retrosynthesis dataset with 1.9M reactions from patents (1976-2016). The task is: Predict the reactants needed to synthesize the given product. (1) Given the product [Cl:10][C:11]1[CH:16]=[C:15]([N+:17]([O-:19])=[O:18])[CH:14]=[CH:13][C:12]=1[O:9][CH2:8][C:4]1[CH:5]=[CH:6][CH:7]=[C:2]([F:1])[CH:3]=1, predict the reactants needed to synthesize it. The reactants are: [F:1][C:2]1[CH:3]=[C:4]([CH2:8][OH:9])[CH:5]=[CH:6][CH:7]=1.[Cl:10][C:11]1[CH:16]=[C:15]([N+:17]([O-:19])=[O:18])[CH:14]=[CH:13][C:12]=1F. (2) Given the product [C:1]([O:5][C:6]([N:8]1[CH2:13][CH2:12][CH:11]([CH2:14][CH2:15][CH2:16][O:17][C:24]2[CH:23]=[CH:22][CH:21]=[C:20]([C:19]([F:28])([F:27])[F:18])[CH:25]=2)[CH2:10][CH2:9]1)=[O:7])([CH3:4])([CH3:3])[CH3:2], predict the reactants needed to synthesize it. The reactants are: [C:1]([O:5][C:6]([N:8]1[CH2:13][CH2:12][CH:11]([CH2:14][CH2:15][CH2:16][OH:17])[CH2:10][CH2:9]1)=[O:7])([CH3:4])([CH3:3])[CH3:2].[F:18][C:19]([F:28])([F:27])[C:20]1[CH:21]=[C:22](O)[CH:23]=[CH:24][CH:25]=1.C1(P(C2C=CC=CC=2)C2C=CC=CC=2)C=CC=CC=1.CCOC(/N=N/C(OCC)=O)=O. (3) Given the product [CH2:26]([O:1][C:2]1[C:11]([CH:12]=[O:13])=[C:10]2[C:5]([C:6](=[O:25])[C:7]([CH3:24])=[C:8]([CH:14]3[CH2:15][CH2:16][N:17]([C:20](=[O:23])[CH2:21][CH3:22])[CH2:18][CH2:19]3)[O:9]2)=[CH:4][CH:3]=1)[C:27]1[CH:32]=[CH:31][CH:30]=[CH:29][CH:28]=1, predict the reactants needed to synthesize it. The reactants are: [OH:1][C:2]1[C:11]([CH:12]=[O:13])=[C:10]2[C:5]([C:6](=[O:25])[C:7]([CH3:24])=[C:8]([CH:14]3[CH2:19][CH2:18][N:17]([C:20](=[O:23])[CH2:21][CH3:22])[CH2:16][CH2:15]3)[O:9]2)=[CH:4][CH:3]=1.[CH2:26](Br)[C:27]1[CH:32]=[CH:31][CH:30]=[CH:29][CH:28]=1.C(=O)([O-])[O-].[K+].[K+].O. (4) Given the product [CH3:7][C:6]1[N:5]([C:8]2[N:13]=[C:12]([C:14]([F:16])([F:15])[F:17])[CH:11]=[C:10]([C:18]3[CH:19]=[CH:20][C:21]([C:24]([F:26])([F:27])[F:25])=[CH:22][CH:23]=3)[N:9]=2)[CH:4]=[N:3][C:2]=1[C:32]1[CH:33]=[CH:34][C:29]([NH2:28])=[N:30][CH:31]=1, predict the reactants needed to synthesize it. The reactants are: I[C:2]1[N:3]=[CH:4][N:5]([C:8]2[N:13]=[C:12]([C:14]([F:17])([F:16])[F:15])[CH:11]=[C:10]([C:18]3[CH:23]=[CH:22][C:21]([C:24]([F:27])([F:26])[F:25])=[CH:20][CH:19]=3)[N:9]=2)[C:6]=1[CH3:7].[NH2:28][C:29]1[CH:34]=[CH:33][C:32](B2OC(C)(C)C(C)(C)O2)=[CH:31][N:30]=1.